Dataset: NCI-60 drug combinations with 297,098 pairs across 59 cell lines. Task: Regression. Given two drug SMILES strings and cell line genomic features, predict the synergy score measuring deviation from expected non-interaction effect. (1) Drug 1: CC1=C(C=C(C=C1)C(=O)NC2=CC(=CC(=C2)C(F)(F)F)N3C=C(N=C3)C)NC4=NC=CC(=N4)C5=CN=CC=C5. Drug 2: COC1=NC(=NC2=C1N=CN2C3C(C(C(O3)CO)O)O)N. Cell line: HCT116. Synergy scores: CSS=-3.45, Synergy_ZIP=-5.95, Synergy_Bliss=-16.1, Synergy_Loewe=-41.8, Synergy_HSA=-14.2. (2) Cell line: CAKI-1. Synergy scores: CSS=43.2, Synergy_ZIP=-2.86, Synergy_Bliss=-1.94, Synergy_Loewe=-4.51, Synergy_HSA=2.72. Drug 2: CC1C(C(CC(O1)OC2CC(CC3=C2C(=C4C(=C3O)C(=O)C5=CC=CC=C5C4=O)O)(C(=O)C)O)N)O. Drug 1: C1=CC(=CC=C1CC(C(=O)O)N)N(CCCl)CCCl.Cl. (3) Drug 1: CNC(=O)C1=CC=CC=C1SC2=CC3=C(C=C2)C(=NN3)C=CC4=CC=CC=N4. Drug 2: C1CCC(C(C1)N)N.C(=O)(C(=O)[O-])[O-].[Pt+4]. Cell line: UO-31. Synergy scores: CSS=14.6, Synergy_ZIP=2.36, Synergy_Bliss=5.75, Synergy_Loewe=4.82, Synergy_HSA=5.77. (4) Drug 1: CN1C2=C(C=C(C=C2)N(CCCl)CCCl)N=C1CCCC(=O)O.Cl. Drug 2: CCC1(C2=C(COC1=O)C(=O)N3CC4=CC5=C(C=CC(=C5CN(C)C)O)N=C4C3=C2)O.Cl. Cell line: LOX IMVI. Synergy scores: CSS=49.7, Synergy_ZIP=3.24, Synergy_Bliss=2.65, Synergy_Loewe=-20.3, Synergy_HSA=4.42. (5) Drug 1: CCC1(C2=C(COC1=O)C(=O)N3CC4=CC5=C(C=CC(=C5CN(C)C)O)N=C4C3=C2)O.Cl. Drug 2: B(C(CC(C)C)NC(=O)C(CC1=CC=CC=C1)NC(=O)C2=NC=CN=C2)(O)O. Cell line: SK-MEL-28. Synergy scores: CSS=29.6, Synergy_ZIP=-7.12, Synergy_Bliss=-7.70, Synergy_Loewe=-8.73, Synergy_HSA=-4.75.